This data is from NCI-60 drug combinations with 297,098 pairs across 59 cell lines. The task is: Regression. Given two drug SMILES strings and cell line genomic features, predict the synergy score measuring deviation from expected non-interaction effect. (1) Drug 1: C(=O)(N)NO. Drug 2: CC1CCC2CC(C(=CC=CC=CC(CC(C(=O)C(C(C(=CC(C(=O)CC(OC(=O)C3CCCCN3C(=O)C(=O)C1(O2)O)C(C)CC4CCC(C(C4)OC)O)C)C)O)OC)C)C)C)OC. Cell line: SNB-75. Synergy scores: CSS=2.86, Synergy_ZIP=-2.09, Synergy_Bliss=-1.67, Synergy_Loewe=-1.11, Synergy_HSA=-0.589. (2) Drug 1: CC1=C2C(C(=O)C3(C(CC4C(C3C(C(C2(C)C)(CC1OC(=O)C(C(C5=CC=CC=C5)NC(=O)OC(C)(C)C)O)O)OC(=O)C6=CC=CC=C6)(CO4)OC(=O)C)OC)C)OC. Drug 2: C1=CC(=CC=C1CCCC(=O)O)N(CCCl)CCCl. Cell line: RPMI-8226. Synergy scores: CSS=69.9, Synergy_ZIP=-2.96, Synergy_Bliss=-5.27, Synergy_Loewe=-5.07, Synergy_HSA=-1.70.